Dataset: Catalyst prediction with 721,799 reactions and 888 catalyst types from USPTO. Task: Predict which catalyst facilitates the given reaction. (1) Reactant: [CH:1]1([C:7]2[CH:12]=[CH:11][C:10]([NH:13][C:14](=[O:16])[CH3:15])=[CH:9][C:8]=2[N+:17]([O-])=O)[CH2:6][CH2:5][CH2:4][CH2:3][CH2:2]1.C([O-])=O.[NH4+]. Product: [NH2:17][C:8]1[CH:9]=[C:10]([NH:13][C:14](=[O:16])[CH3:15])[CH:11]=[CH:12][C:7]=1[CH:1]1[CH2:6][CH2:5][CH2:4][CH2:3][CH2:2]1. The catalyst class is: 29. (2) Reactant: [CH3:1][CH:2]([C@H:4]([CH:6]=[CH:7][C@H:8]([C@@H:10]1[C@:27]2([CH3:28])[C@H:13]([C@H:14]3[C@H:24]([CH2:25][CH2:26]2)[C@:22]2([CH3:23])[C:17](=[CH:18][C:19](=O)[CH2:20][CH2:21]2)[CH:16]=[CH:15]3)[CH2:12][CH2:11]1)[CH3:9])[CH3:5])[CH3:3].Cl.[NH2:31][OH:32]. Product: [CH3:1][CH:2]([C@H:4]([CH:6]=[CH:7][C@H:8]([C@@H:10]1[C@:27]2([CH3:28])[C@H:13]([C@H:14]3[C@H:24]([CH2:25][CH2:26]2)[C@:22]2([CH3:23])[C:17](=[CH:18][C:19](=[N:31][OH:32])[CH2:20][CH2:21]2)[CH:16]=[CH:15]3)[CH2:12][CH2:11]1)[CH3:9])[CH3:5])[CH3:3]. The catalyst class is: 17. (3) Reactant: [CH:1]1([N:5]2[CH2:11][CH2:10][C:9]3[CH:12]=[CH:13][C:14]([NH2:16])=[CH:15][C:8]=3[CH2:7][CH2:6]2)[CH2:4][CH2:3][CH2:2]1.CCN(CC1C=CC=CC=1)CC.C=CC1C=CC=CC=1.C=CC1C=CC(C=C)=CC=1.[CH3:47][N:48]1[C:52]([C:53](Cl)=[O:54])=[CH:51][C:50]([CH3:56])=[N:49]1. Product: [CH:1]1([N:5]2[CH2:11][CH2:10][C:9]3[CH:12]=[CH:13][C:14]([NH:16][C:53]([C:52]4[N:48]([CH3:47])[N:49]=[C:50]([CH3:56])[CH:51]=4)=[O:54])=[CH:15][C:8]=3[CH2:7][CH2:6]2)[CH2:4][CH2:3][CH2:2]1. The catalyst class is: 98.